This data is from Forward reaction prediction with 1.9M reactions from USPTO patents (1976-2016). The task is: Predict the product of the given reaction. (1) Given the reactants [C:1]([O:5][C:6](=[O:18])[CH:7]=[CH:8][C:9]1[CH:10]=[C:11]([C:14]([O:16][CH3:17])=[O:15])[NH:12][CH:13]=1)([CH3:4])([CH3:3])[CH3:2], predict the reaction product. The product is: [C:1]([O:5][C:6](=[O:18])[CH2:7][CH2:8][C:9]1[CH:10]=[C:11]([C:14]([O:16][CH3:17])=[O:15])[NH:12][CH:13]=1)([CH3:4])([CH3:3])[CH3:2]. (2) Given the reactants Cl.[CH:2]1([CH:5]([NH2:9])[CH:6]([CH3:8])[CH3:7])[CH2:4][CH2:3]1.[C:10]([CH2:12][C:13](O)=[O:14])#[N:11].C(N(C(C)C)CC)(C)C.CCCP(=O)=O.C(=O)([O-])O.[Na+], predict the reaction product. The product is: [C:10]([CH2:12][C:13]([NH:9][CH:5]([CH:2]1[CH2:4][CH2:3]1)[CH:6]([CH3:8])[CH3:7])=[O:14])#[N:11]. (3) The product is: [CH3:30][O:29][C:27](=[O:28])[C:26]1[CH:31]=[CH:32][C:23]([CH2:22][N:11]([C@@H:12]2[CH2:17][CH2:16][CH2:15][CH2:14][C@@H:13]2[C:18](=[O:19])[NH2:20])[S:8]([C:5]2[CH:6]=[CH:7][C:2]([Cl:1])=[CH:3][CH:4]=2)(=[O:9])=[O:10])=[CH:24][CH:25]=1. Given the reactants [Cl:1][C:2]1[CH:7]=[CH:6][C:5]([S:8]([NH:11][C@@H:12]2[CH2:17][CH2:16][CH2:15][CH2:14][C@@H:13]2[C:18]([NH2:20])=[O:19])(=[O:10])=[O:9])=[CH:4][CH:3]=1.Br[CH2:22][C:23]1[CH:32]=[CH:31][C:26]([C:27]([O:29][CH3:30])=[O:28])=[CH:25][CH:24]=1.C(=O)([O-])[O-].[Cs+].[Cs+], predict the reaction product.